From a dataset of Forward reaction prediction with 1.9M reactions from USPTO patents (1976-2016). Predict the product of the given reaction. (1) Given the reactants C[O:2][C:3]([C:5]1[CH:6]=[C:7]2[C:20](=[CH:21][CH:22]=1)[C:19]1[C:10](=[C:11]3[C:16](=[CH:17][CH:18]=1)[CH:15]=[C:14]([O:23][CH3:24])[CH:13]=[CH:12]3)[CH:9]([C:25]1[CH:30]=[CH:29][C:28]([O:31][CH2:32][CH2:33][N:34]3[CH2:39][CH2:38][CH2:37][CH2:36][CH2:35]3)=[CH:27][CH:26]=1)[O:8]2)=[O:4].[OH-].[Na+].Cl, predict the reaction product. The product is: [CH3:33][NH2:34].[CH3:24][O:23][C:14]1[CH:13]=[CH:12][C:11]2[C:16](=[CH:17][CH:18]=[C:19]3[C:10]=2[CH:9]([C:25]2[CH:26]=[CH:27][C:28]([O:31][CH2:32][CH2:33][N:34]4[CH2:35][CH2:36][CH2:37][CH2:38][CH2:39]4)=[CH:29][CH:30]=2)[O:8][C:7]2[C:20]3=[CH:21][CH:22]=[C:5]([C:3]([OH:4])=[O:2])[CH:6]=2)[CH:15]=1. (2) Given the reactants CS(O[CH2:6][C:7]1[O:8][CH:9]=[C:10]([O:14][CH2:15][CH2:16][CH2:17][CH2:18][CH2:19][O:20][C:21]2[C:30]3[C:25](=[C:26]([C:31]([F:34])([F:33])[F:32])[CH:27]=[CH:28][CH:29]=3)[N:24]=[CH:23][CH:22]=2)[C:11](=[O:13])[CH:12]=1)(=O)=O.[CH3:35][N:36]1[CH2:41][CH2:40][NH:39][CH2:38][CH2:37]1, predict the reaction product. The product is: [F:34][C:31]([F:33])([F:32])[C:26]1[CH:27]=[CH:28][CH:29]=[C:30]2[C:25]=1[N:24]=[CH:23][CH:22]=[C:21]2[O:20][CH2:19][CH2:18][CH2:17][CH2:16][CH2:15][O:14][C:10]1[C:11](=[O:13])[CH:12]=[C:7]([CH2:6][N:39]2[CH2:40][CH2:41][N:36]([CH3:35])[CH2:37][CH2:38]2)[O:8][CH:9]=1. (3) Given the reactants O.NN.[NH2:4][C:5]1[S:6][C:7]([CH2:10][CH2:11][N:12]2[C:20](=[O:21])C3C(=CC=CC=3)C2=O)=[CH:8][N:9]=1.C(=O)([O:24][C:25]([CH3:28])([CH3:27])[CH3:26])[O:24][C:25]([CH3:28])([CH3:27])[CH3:26], predict the reaction product. The product is: [C:25]([O:24][C:20](=[O:21])[NH:12][CH2:11][CH2:10][C:7]1[S:6][C:5]([NH2:4])=[N:9][CH:8]=1)([CH3:28])([CH3:27])[CH3:26]. (4) The product is: [C:15]1([CH:14]2[C:5]3=[N:4][NH:3][C:2](=[O:1])[C:11]4[CH:10]=[CH:9][CH:8]=[C:7]([C:6]=43)[NH:12][CH:13]2[C:21]2[CH:22]=[CH:23][C:24]([CH2:25][N:33]3[CH2:38][CH2:37][NH:36][CH2:35][CH2:34]3)=[CH:27][CH:28]=2)[CH:20]=[CH:19][CH:18]=[CH:17][CH:16]=1. Given the reactants [O:1]=[C:2]1[C:11]2[CH:10]=[CH:9][CH:8]=[C:7]3[NH:12][CH:13]([C:21]4[CH:28]=[CH:27][C:24]([CH:25]=O)=[CH:23][CH:22]=4)[CH:14]([C:15]4[CH:20]=[CH:19][CH:18]=[CH:17][CH:16]=4)[C:5]([C:6]=23)=[N:4][NH:3]1.C(O)(=O)C.[N:33]1(C(OC(C)(C)C)=O)[CH2:38][CH2:37][NH:36][CH2:35][CH2:34]1, predict the reaction product. (5) Given the reactants CS(O[CH2:6][CH2:7][CH2:8][C:9]#[C:10][C:11]1[S:12][CH:13]=[CH:14][CH:15]=1)(=O)=O.[C:16]([NH2:20])([CH3:19])([CH3:18])[CH3:17], predict the reaction product. The product is: [C:16]([NH:20][CH2:6][CH2:7][CH2:8][C:9]#[C:10][C:11]1[S:12][CH:13]=[CH:14][CH:15]=1)([CH3:19])([CH3:18])[CH3:17]. (6) Given the reactants Br[C:2]1[C:3]2[C:4]3[N:14]([CH2:15][CH:16]([CH3:18])[CH3:17])[CH:13]=[N:12][C:5]=3[CH:6]=[N:7][C:8]=2[CH:9]=[CH:10][CH:11]=1.[C:19]1(B(O)O)[CH:24]=[CH:23][CH:22]=[CH:21][CH:20]=1, predict the reaction product. The product is: [CH3:17][CH:16]([CH3:18])[CH2:15][N:14]1[C:4]2[C:3]3[C:2]([C:19]4[CH:24]=[CH:23][CH:22]=[CH:21][CH:20]=4)=[CH:11][CH:10]=[CH:9][C:8]=3[N:7]=[CH:6][C:5]=2[N:12]=[CH:13]1. (7) Given the reactants [N:1]1([CH:7]2[CH2:12][CH2:11][CH:10]([NH:13][C:14](=[O:28])[C:15]3[CH:20]=[CH:19][C:18]([N+:21]([O-])=O)=[C:17]([O:24][CH2:25][C:26]#[CH:27])[CH:16]=3)[CH2:9][CH2:8]2)[CH2:6][CH2:5][O:4][CH2:3][CH2:2]1.N, predict the reaction product. The product is: [NH2:21][C:18]1[CH:19]=[CH:20][C:15]([C:14]([NH:13][CH:10]2[CH2:11][CH2:12][CH:7]([N:1]3[CH2:2][CH2:3][O:4][CH2:5][CH2:6]3)[CH2:8][CH2:9]2)=[O:28])=[CH:16][C:17]=1[O:24][CH2:25][C:26]#[CH:27].